Dataset: Full USPTO retrosynthesis dataset with 1.9M reactions from patents (1976-2016). Task: Predict the reactants needed to synthesize the given product. (1) Given the product [OH:34][CH2:33][CH2:32][CH2:31][NH:30][C:2]1[CH:9]=[C:8]([N:10]2[C:18]3[C:13](=[C:14]([C:19]4[CH:20]=[N:21][C:22]5[C:27]([CH:28]=4)=[CH:26][CH:25]=[CH:24][CH:23]=5)[CH:15]=[CH:16][CH:17]=3)[C:12]([CH3:29])=[N:11]2)[CH:7]=[CH:6][C:3]=1[C:4]#[N:5], predict the reactants needed to synthesize it. The reactants are: Br[C:2]1[CH:9]=[C:8]([N:10]2[C:18]3[C:13](=[C:14]([C:19]4[CH:20]=[N:21][C:22]5[C:27]([CH:28]=4)=[CH:26][CH:25]=[CH:24][CH:23]=5)[CH:15]=[CH:16][CH:17]=3)[C:12]([CH3:29])=[N:11]2)[CH:7]=[CH:6][C:3]=1[C:4]#[N:5].[NH2:30][CH2:31][CH2:32][CH2:33][OH:34].C(=O)([O-])[O-].[Cs+].[Cs+].C1(P(C2C=CC=CC=2)C2C3OC4C(=CC=CC=4P(C4C=CC=CC=4)C4C=CC=CC=4)C(C)(C)C=3C=CC=2)C=CC=CC=1. (2) Given the product [F:24][C:25]1[CH:26]=[C:27]([C:2]2[N:7]=[C:6]([NH:8][CH2:9][CH2:10][C:11]3[CH:16]=[CH:15][C:14]([OH:17])=[CH:13][CH:12]=3)[C:5]3[N:18]=[CH:19][N:20]([CH:21]([CH3:23])[CH3:22])[C:4]=3[CH:3]=2)[CH:28]=[N:29][CH:30]=1, predict the reactants needed to synthesize it. The reactants are: Cl[C:2]1[N:7]=[C:6]([NH:8][CH2:9][CH2:10][C:11]2[CH:16]=[CH:15][C:14]([OH:17])=[CH:13][CH:12]=2)[C:5]2[N:18]=[CH:19][N:20]([CH:21]([CH3:23])[CH3:22])[C:4]=2[CH:3]=1.[F:24][C:25]1[CH:26]=[C:27](B(O)O)[CH:28]=[N:29][CH:30]=1.C1(C)C=CC=CC=1.C(=O)([O-])[O-].[Na+].[Na+]. (3) The reactants are: [Br:1][C:2]1[CH:7]=[CH:6][CH:5]=[CH:4][C:3]=1[CH2:8][C:9](O)=[O:10].B.C1COCC1.O.C(=O)([O-])[O-].[K+].[K+]. Given the product [Br:1][C:2]1[CH:7]=[CH:6][CH:5]=[CH:4][C:3]=1[CH2:8][CH2:9][OH:10], predict the reactants needed to synthesize it.